This data is from Full USPTO retrosynthesis dataset with 1.9M reactions from patents (1976-2016). The task is: Predict the reactants needed to synthesize the given product. (1) Given the product [C:9]1([CH3:8])[CH:14]=[CH:13][C:12]([C:15]2([CH2:20][C:21]([NH2:22])=[NH:1])[CH2:19][CH2:18][CH2:17][CH2:16]2)=[CH:11][CH:10]=1, predict the reactants needed to synthesize it. The reactants are: [NH4+:1].[Cl-].C[Al](C)C.F[C:8](F)(F)[C:9]1[CH:14]=[CH:13][C:12]([C:15]2([CH2:20][C:21]#[N:22])[CH2:19][CH2:18][CH2:17][CH2:16]2)=[CH:11][CH:10]=1. (2) Given the product [Br:1][C:2]1[CH:7]=[CH:6][C:5]([CH:8]([N:16]([CH3:17])[C:31](=[O:33])[CH2:30][N:25]2[C:24]3[CH:34]=[C:20]([Cl:19])[C:21]([Cl:35])=[CH:22][C:23]=3[O:28][CH2:27][C:26]2=[O:29])[CH2:9][N:10]2[CH2:11][CH2:12][O:13][CH2:14][CH2:15]2)=[CH:4][C:3]=1[F:18], predict the reactants needed to synthesize it. The reactants are: [Br:1][C:2]1[CH:7]=[CH:6][C:5]([CH:8]([NH:16][CH3:17])[CH2:9][N:10]2[CH2:15][CH2:14][O:13][CH2:12][CH2:11]2)=[CH:4][C:3]=1[F:18].[Cl:19][C:20]1[C:21]([Cl:35])=[CH:22][C:23]2[O:28][CH2:27][C:26](=[O:29])[N:25]([CH2:30][C:31]([OH:33])=O)[C:24]=2[CH:34]=1.CN([P+](ON1N=NC2C=CC=CC1=2)(N(C)C)N(C)C)C.F[P-](F)(F)(F)(F)F.C(N(CC)CC)C.C([O-])(O)=O.[Na+]. (3) Given the product [C:13]([C:11]1[CH:10]=[C:5]([CH:4]=[CH:3][C:2]=1[OH:1])[C:6]([O:8][CH3:9])=[O:7])([CH3:16])([CH3:15])[CH3:14], predict the reactants needed to synthesize it. The reactants are: [OH:1][C:2]1[CH:11]=[CH:10][C:5]([C:6]([O:8][CH3:9])=[O:7])=[CH:4][CH:3]=1.Br[C:13]([CH3:16])([CH3:15])[CH3:14].CO.[OH-].[K+]. (4) Given the product [CH2:1]([O:3][C:4]([C:6]1[NH:7][C:8]2[C:13]([C:14]=1[Cl:18])=[CH:12][CH:11]=[CH:10][CH:9]=2)=[O:5])[CH3:2], predict the reactants needed to synthesize it. The reactants are: [CH2:1]([O:3][C:4]([C:6]1[NH:7][C:8]2[C:13]([CH:14]=1)=[CH:12][CH:11]=[CH:10][CH:9]=2)=[O:5])[CH3:2].C(#N)C.[Cl:18]N1C(=O)CCC1=O. (5) Given the product [N:18]([CH2:21][C@H:22]([CH3:46])[C@@H:23]([O:24][Si:25]([C:28]([CH3:31])([CH3:30])[CH3:29])([CH3:26])[CH3:27])[C@H:32]([NH:33][C:39](=[O:40])[O:41][C:42]([CH3:45])([CH3:43])[CH3:44])[CH2:36][OH:35])=[N+:19]=[N-:20], predict the reactants needed to synthesize it. The reactants are: C1(C)C=CC(S([O-])(=O)=O)=CC=1.[NH+]1C=CC=CC=1.[N:18]([CH2:21][C@H:22]([CH3:46])[C@H:23]([C@H:32]1[CH2:36][O:35]C(C)(C)[N:33]1[C:39]([O:41][C:42]([CH3:45])([CH3:44])[CH3:43])=[O:40])[O:24][Si:25]([C:28]([CH3:31])([CH3:30])[CH3:29])([CH3:27])[CH3:26])=[N+:19]=[N-:20].CCN(C(C)C)C(C)C.CC(OC(OC(OC(C)(C)C)=O)=O)(C)C. (6) Given the product [CH3:9][CH:8]([CH2:10][CH2:11][CH2:12][C@H:13]([C:15]1[C@:32]2([CH3:33])[C@H:18]([C@H:19]3[C@H:29]([CH2:30][CH2:31]2)[C@:27]2([CH3:28])[C:22]([CH2:23][C:24](=[O:34])[CH2:25][CH2:26]2)=[CH:21][CH2:20]3)[CH2:17][CH:16]=1)[CH3:14])[CH3:7], predict the reactants needed to synthesize it. The reactants are: CC([O-])(C)C.[K+].[CH3:7][CH:8]([CH2:10][CH2:11][CH2:12][C@H:13]([C:15]1[C@:32]2([CH3:33])[C@H:18]([C@H:19]3[C@H:29]([CH2:30][CH2:31]2)[C@:27]2([CH3:28])[C:22](=[CH:23][C:24](=[O:34])[CH2:25][CH2:26]2)[CH2:21][CH2:20]3)[CH2:17][CH:16]=1)[CH3:14])[CH3:9].IC. (7) Given the product [F:18][C:17]([F:20])([F:19])[O:16][C:12]1[CH:11]=[C:10]2[C:15](=[CH:14][CH:13]=1)[NH:1][C:4]([C:5]([O:7][CH3:8])=[O:6])=[CH:9]2, predict the reactants needed to synthesize it. The reactants are: [N:1]([C:4](=[CH:9][C:10]1[CH:15]=[CH:14][CH:13]=[C:12]([O:16][C:17]([F:20])([F:19])[F:18])[CH:11]=1)[C:5]([O:7][CH3:8])=[O:6])=[N+]=[N-].